Predict which catalyst facilitates the given reaction. From a dataset of Catalyst prediction with 721,799 reactions and 888 catalyst types from USPTO. (1) Reactant: I[CH2:2][C:3]1[N:4]=[N:5][N:6]([CH2:8][CH2:9][N:10]2[C:18](=[O:19])[C:17]3[C:12](=[CH:13][CH:14]=[CH:15][CH:16]=3)[C:11]2=[O:20])[CH:7]=1. Product: [CH3:2][C:3]1[N:4]=[N:5][N:6]([CH2:8][CH2:9][N:10]2[C:11](=[O:20])[C:12]3[C:17](=[CH:16][CH:15]=[CH:14][CH:13]=3)[C:18]2=[O:19])[CH:7]=1. The catalyst class is: 63. (2) Reactant: [CH:1]1([CH2:7][N:8]2[C:15]([NH2:16])=[C:14]([NH2:17])[C:12](=[O:13])[N:11]([CH2:18][CH:19]3[CH2:24][CH2:23][CH2:22][CH2:21][CH2:20]3)[C:9]2=[O:10])[CH2:6][CH2:5][CH2:4][CH2:3][CH2:2]1.NC1N(CC2CCCCC2)C(=O)N(CC2CCCCC2)C(=O)C=1N=O.O.[CH:51]([C:53]1[CH:63]=[CH:62][C:56]([CH:57]=[CH:58][C:59]([OH:61])=[O:60])=[CH:55][CH:54]=1)=O. Product: [CH:19]1([CH2:18][N:11]2[C:12](=[O:13])[C:14]3[N:17]=[C:51]([C:53]4[CH:63]=[CH:62][C:56](/[CH:57]=[CH:58]/[C:59]([OH:61])=[O:60])=[CH:55][CH:54]=4)[NH:16][C:15]=3[N:8]([CH2:7][CH:1]3[CH2:2][CH2:3][CH2:4][CH2:5][CH2:6]3)[C:9]2=[O:10])[CH2:24][CH2:23][CH2:22][CH2:21][CH2:20]1. The catalyst class is: 19. (3) Reactant: [CH3:1][S:2]([CH2:5][CH2:6][C:7]1[CH:8]=[CH:9][CH:10]=[C:11]2[C:15]=1[NH:14][CH:13]=[C:12]2[C:16](=[O:24])[CH2:17][C:18]1[CH:23]=[CH:22][CH:21]=[CH:20][CH:19]=1)(=[O:4])=[O:3].[Br-].[Br-].[Br-].C1([N+](C)(C)C)C=CC=CC=1.C1([N+](C)(C)C)C=CC=CC=1.C1([N+](C)(C)C)C=CC=CC=1.[CH3:58][O:59][C:60]1[CH:61]=[C:62]([CH:64]=[C:65]([O:67][CH3:68])[CH:66]=1)[NH2:63]. Product: [CH3:68][O:67][C:65]1[CH:64]=[C:62]([NH:63][CH:17]([C:18]2[CH:19]=[CH:20][CH:21]=[CH:22][CH:23]=2)[C:16]([C:12]2[C:11]3[C:15](=[C:7]([CH2:6][CH2:5][S:2]([CH3:1])(=[O:4])=[O:3])[CH:8]=[CH:9][CH:10]=3)[NH:14][CH:13]=2)=[O:24])[CH:61]=[C:60]([O:59][CH3:58])[CH:66]=1. The catalyst class is: 1. (4) Product: [C:1]([C:5]1[N:6]=[C:7]([NH:10][C:11]2[N:12]=[C:13]([NH2:14])[NH:18][N:17]=2)[S:8][CH:9]=1)([CH3:4])([CH3:3])[CH3:2]. Reactant: [C:1]([C:5]1[N:6]=[C:7]([NH:10]/[C:11](/SC)=[N:12]/[C:13]#[N:14])[S:8][CH:9]=1)([CH3:4])([CH3:3])[CH3:2].[NH2:17][NH2:18]. The catalyst class is: 8. (5) Reactant: [CH3:1][S:2][C:3]1[CH:8]=[C:7]([C:9]2[C:22]3[C:23]4=[C:24]5[C:19](=[CH:20][CH:21]=3)[CH:18]=[CH:17][CH:16]=[C:15]5[CH:14]=[CH:13][C:12]4=[CH:11][CH:10]=2)OC(=O)[C:4]=1[C:26]([O:28][CH3:29])=[O:27].[C:30]1([N:36]2[CH:44]=[C:43]3[C:38]([CH2:39][CH2:40][CH2:41][C:42]3=O)=[N:37]2)[CH:35]=[CH:34][CH:33]=[CH:32][CH:31]=1.[OH-].[K+].Cl. Product: [CH3:1][S:2][C:3]1[CH:8]=[C:7]([C:9]2[C:22]3[C:23]4=[C:24]5[C:19](=[CH:20][CH:21]=3)[CH:18]=[CH:17][CH:16]=[C:15]5[CH:14]=[CH:13][C:12]4=[CH:11][CH:10]=2)[C:41]2[CH2:40][CH2:39][C:38]3[C:43](=[CH:44][N:36]([C:30]4[CH:35]=[CH:34][CH:33]=[CH:32][CH:31]=4)[N:37]=3)[C:42]=2[C:4]=1[C:26]([O:28][CH3:29])=[O:27]. The catalyst class is: 3. (6) Reactant: [C:1]([O:5][C:6]([N:8]1[CH2:13][CH2:12][CH:11]([CH2:14][CH2:15][CH2:16][OH:17])[CH2:10][CH2:9]1)=[O:7])([CH3:4])([CH3:3])[CH3:2].CCN(CC)CC.[CH3:25][S:26](Cl)(=[O:28])=[O:27]. Product: [C:1]([O:5][C:6]([N:8]1[CH2:13][CH2:12][CH:11]([CH2:14][CH2:15][CH2:16][O:17][S:26]([CH3:25])(=[O:28])=[O:27])[CH2:10][CH2:9]1)=[O:7])([CH3:4])([CH3:3])[CH3:2]. The catalyst class is: 91. (7) Reactant: F[C:2]1[CH:10]=[CH:9][C:8]([S:11]([CH3:14])(=[O:13])=[O:12])=[CH:7][C:3]=1[C:4]([OH:6])=[O:5].[F:15][C:16]([F:22])([F:21])[C:17]([CH3:20])([OH:19])[CH3:18].C(=O)([O-])[O-].[Cs+].[Cs+].C(O)=O. Product: [CH3:14][S:11]([C:8]1[CH:9]=[CH:10][C:2]([O:19][C:17]([CH3:20])([CH3:18])[C:16]([F:22])([F:21])[F:15])=[C:3]([CH:7]=1)[C:4]([OH:6])=[O:5])(=[O:13])=[O:12]. The catalyst class is: 80. (8) Reactant: [NH:1]1[CH2:6][CH2:5][CH:4]([C:7]2[NH:8][C:9](=[O:18])[C:10]3[C:15]([CH:16]=2)=[C:14]([CH3:17])[CH:13]=[CH:12][CH:11]=3)[CH2:3][CH2:2]1.C(O)(C(O)=O)=O.[N:25]([O-])=[O:26].[Na+].C(=O)([O-])[O-].[K+].[K+]. Product: [N:25]([N:1]1[CH2:6][CH2:5][CH:4]([C:7]2[NH:8][C:9](=[O:18])[C:10]3[C:15]([CH:16]=2)=[C:14]([CH3:17])[CH:13]=[CH:12][CH:11]=3)[CH2:3][CH2:2]1)=[O:26]. The catalyst class is: 9. (9) Reactant: [Cl:1][C:2]1[N:10]=[C:9]2[C:5]([N:6]=[CH:7][N:8]2[CH:11]2[CH2:16][CH2:15][CH2:14][CH2:13][O:12]2)=[C:4]([N:17]2[CH2:22][CH2:21][O:20][CH2:19][CH2:18]2)[N:3]=1.C([Li])CCC.[CH3:28][NH:29][C:30](O[N:29]1[C:28](=O)CC[C:30]1=[O:31])=[O:31].Cl. Product: [CH3:28][NH:29][C:30]([C:7]1[N:8]([CH:11]2[CH2:16][CH2:15][CH2:14][CH2:13][O:12]2)[C:9]2[C:5]([N:6]=1)=[C:4]([N:17]1[CH2:22][CH2:21][O:20][CH2:19][CH2:18]1)[N:3]=[C:2]([Cl:1])[N:10]=2)=[O:31]. The catalyst class is: 20. (10) The catalyst class is: 13. Product: [CH2:9]([O:8][C:6]([C:5]1[C:4]([OH:18])=[C:14]2[S:15][CH:16]=[CH:17][C:13]2=[N:12][CH:11]=1)=[O:7])[CH3:10]. Reactant: C(O[C:4](=[O:18])[C:5](=[CH:11][NH:12][C:13]1[CH:17]=[CH:16][S:15][CH:14]=1)[C:6]([O:8][CH2:9][CH3:10])=[O:7])C.C1(OC2C=CC=CC=2)C=CC=CC=1.